From a dataset of Full USPTO retrosynthesis dataset with 1.9M reactions from patents (1976-2016). Predict the reactants needed to synthesize the given product. (1) Given the product [Cl:24][C:25]1[CH:32]=[CH:31][C:28]([CH2:29][NH:1][C:2]2[CH:3]=[C:4]([C:8]3[N:13]4[N:14]=[CH:15][C:16]([C:17]([C:19]5[S:20][CH:21]=[CH:22][CH:23]=5)=[O:18])=[C:12]4[N:11]=[CH:10][CH:9]=3)[CH:5]=[CH:6][CH:7]=2)=[CH:27][CH:26]=1, predict the reactants needed to synthesize it. The reactants are: [NH2:1][C:2]1[CH:3]=[C:4]([C:8]2[N:13]3[N:14]=[CH:15][C:16]([C:17]([C:19]4[S:20][CH:21]=[CH:22][CH:23]=4)=[O:18])=[C:12]3[N:11]=[CH:10][CH:9]=2)[CH:5]=[CH:6][CH:7]=1.[Cl:24][C:25]1[CH:32]=[CH:31][C:28]([CH:29]=O)=[CH:27][CH:26]=1. (2) Given the product [C:1]([C:3]1[CH:4]=[CH:5][C:6]([F:11])=[C:7]([CH:10]=1)[CH2:8][N:13]([CH3:12])[CH2:14][CH2:15][C:16]([O:18][C:19]([CH3:21])([CH3:20])[CH3:22])=[O:17])#[N:2], predict the reactants needed to synthesize it. The reactants are: [C:1]([C:3]1[CH:4]=[CH:5][C:6]([F:11])=[C:7]([CH:10]=1)[CH2:8]Br)#[N:2].[CH3:12][NH:13][CH2:14][CH2:15][C:16]([O:18][C:19]([CH3:22])([CH3:21])[CH3:20])=[O:17].C(=O)([O-])[O-].[K+].[K+]. (3) Given the product [ClH:31].[CH3:1][O:2][CH2:3][CH2:4][NH:5][C:6]([C:8]1[C:9]2[CH2:10][CH2:11][C:12]3([NH:21][C:22]=2[C:23]2[N:28]=[C:27]([CH3:29])[N:26]([CH3:30])[C:24]=2[CH:25]=1)[CH2:20][C:19]1[C:14](=[CH:15][CH:16]=[CH:17][CH:18]=1)[CH2:13]3)=[O:7], predict the reactants needed to synthesize it. The reactants are: [CH3:1][O:2][CH2:3][CH2:4][NH:5][C:6]([C:8]1[C:9]2[CH2:10][CH2:11][C:12]3([NH:21][C:22]=2[C:23]2[N:28]=[C:27]([CH3:29])[N:26]([CH3:30])[C:24]=2[CH:25]=1)[CH2:20][C:19]1[C:14](=[CH:15][CH:16]=[CH:17][CH:18]=1)[CH2:13]3)=[O:7].[ClH:31]. (4) Given the product [CH2:1]([C:8]1[CH:13]=[CH:12][CH:11]=[CH:10][N:9]=1)[CH2:2][CH2:3][CH2:4][CH2:5][CH2:6][CH2:7][CH2:15][CH3:16], predict the reactants needed to synthesize it. The reactants are: [CH2:1]([C:8]1[CH:13]=[CH:12][CH:11]=[CH:10][N:9]=1)[CH2:2][CH2:3][CH2:4][CH2:5][CH2:6][CH3:7].Br[CH2:15][CH2:16]CCCCCC.